Dataset: Catalyst prediction with 721,799 reactions and 888 catalyst types from USPTO. Task: Predict which catalyst facilitates the given reaction. (1) Reactant: [O:1]1[CH2:6][CH:5]=[C:4]([C:7]2[N:8]=[C:9]([CH:19]3[CH2:24][CH2:23][N:22]([C:25]([O:27][C:28]([CH3:31])([CH3:30])[CH3:29])=[O:26])[CH2:21][CH2:20]3)[N:10]([CH2:12][CH2:13][N:14]3[CH2:18][CH2:17][CH2:16][CH2:15]3)[CH:11]=2)[CH2:3][CH2:2]1. Product: [N:14]1([CH2:13][CH2:12][N:10]2[CH:11]=[C:7]([CH:4]3[CH2:3][CH2:2][O:1][CH2:6][CH2:5]3)[N:8]=[C:9]2[CH:19]2[CH2:24][CH2:23][N:22]([C:25]([O:27][C:28]([CH3:31])([CH3:30])[CH3:29])=[O:26])[CH2:21][CH2:20]2)[CH2:18][CH2:17][CH2:16][CH2:15]1. The catalyst class is: 63. (2) Reactant: [CH2:1]([NH:8][CH3:9])[C:2]1[CH:7]=[CH:6][CH:5]=[CH:4][CH:3]=1.C(N(CC)CC)C.Cl[CH2:18][C:19]([C:21]1[CH:26]=[CH:25][C:24]([F:27])=[CH:23][CH:22]=1)=[O:20].C(OCC)(=O)C. Product: [CH2:1]([N:8]([CH3:9])[CH2:18][C:19]([C:21]1[CH:26]=[CH:25][C:24]([F:27])=[CH:23][CH:22]=1)=[O:20])[C:2]1[CH:7]=[CH:6][CH:5]=[CH:4][CH:3]=1. The catalyst class is: 9. (3) Reactant: [C:1]([O:5][C:6]([N:8]1[CH2:13][CH2:12][CH:11]([NH:14][CH:15]2[CH2:20][CH2:19][N:18](CC3C=CC=CC=3)[CH2:17][CH2:16]2)[CH2:10][CH2:9]1)=[O:7])([CH3:4])([CH3:3])[CH3:2]. Product: [C:1]([O:5][C:6]([N:8]1[CH2:9][CH2:10][CH:11]([NH:14][CH:15]2[CH2:20][CH2:19][NH:18][CH2:17][CH2:16]2)[CH2:12][CH2:13]1)=[O:7])([CH3:4])([CH3:2])[CH3:3]. The catalyst class is: 285. (4) Reactant: O[CH2:2][C:3]#[C:4][C:5]1[S:9][C:8]([C:10]([O:12][CH3:13])=[O:11])=[CH:7][CH:6]=1.C(Br)(Br)(Br)[Br:15].C1(P(C2C=CC=CC=2)C2C=CC=CC=2)C=CC=CC=1. Product: [Br:15][CH2:2][C:3]#[C:4][C:5]1[S:9][C:8]([C:10]([O:12][CH3:13])=[O:11])=[CH:7][CH:6]=1. The catalyst class is: 4. (5) The catalyst class is: 30. Reactant: Br[CH2:2][C:3]([C:5]1[CH:10]=[C:9]([C:11]([CH3:14])([CH3:13])[CH3:12])[C:8]([OH:15])=[C:7]([C:16]([CH3:19])([CH3:18])[CH3:17])[CH:6]=1)=[O:4].Cl[C:21]1[CH:22]=[CH:23][C:24]([O:28][C:29]2[CH:34]=[CH:33][C:32]([Cl:35])=[CH:31][C:30]=2[Cl:36])=[C:25]([OH:27])[CH:26]=1.C(=O)([O-])[O-].[K+].[K+].[ClH:43]. Product: [Cl:43][C:22]1[CH:21]=[CH:26][C:25]([O:27][CH2:2][C:3]([C:5]2[CH:10]=[C:9]([C:11]([CH3:14])([CH3:13])[CH3:12])[C:8]([OH:15])=[C:7]([C:16]([CH3:19])([CH3:18])[CH3:17])[CH:6]=2)=[O:4])=[C:24]([O:28][C:29]2[CH:34]=[CH:33][C:32]([Cl:35])=[CH:31][C:30]=2[Cl:36])[CH:23]=1. (6) Reactant: [Cl:1][C:2]1[CH:7]=[C:6]([C:8](O)([CH2:11][CH3:12])[CH2:9][CH3:10])[CH:5]=[CH:4][N:3]=1.CC1C=CC(S(O)(=O)=O)=CC=1. Product: [Cl:1][C:2]1[CH:7]=[C:6]([C:8]([CH2:11][CH3:12])=[CH:9][CH3:10])[CH:5]=[CH:4][N:3]=1. The catalyst class is: 11. (7) Reactant: [F:1][C:2]([F:52])([F:51])[C:3]1[CH:4]=[C:5]([C@H:13]2[O:17][C:16](=[O:18])[N:15]([CH2:19][C:20]3[C:25]([C:26]4[CH:27]=[C:28]([C:34]5[CH:43]=[CH:42][C:37]([C:38]([O:40]C)=[O:39])=[CH:36][C:35]=5[CH3:44])[CH:29]=[N:30][C:31]=4[O:32][CH3:33])=[CH:24][N:23]=[C:22]([N:45]4[CH2:48][CH:47]([F:49])[CH2:46]4)[N:21]=3)[C@H:14]2[CH3:50])[CH:6]=[C:7]([C:9]([F:12])([F:11])[F:10])[CH:8]=1.[OH-].[Li+]. Product: [F:12][C:9]([F:10])([F:11])[C:7]1[CH:6]=[C:5]([C@H:13]2[O:17][C:16](=[O:18])[N:15]([CH2:19][C:20]3[C:25]([C:26]4[CH:27]=[C:28]([C:34]5[CH:43]=[CH:42][C:37]([C:38]([OH:40])=[O:39])=[CH:36][C:35]=5[CH3:44])[CH:29]=[N:30][C:31]=4[O:32][CH3:33])=[CH:24][N:23]=[C:22]([N:45]4[CH2:48][CH:47]([F:49])[CH2:46]4)[N:21]=3)[C@H:14]2[CH3:50])[CH:4]=[C:3]([C:2]([F:52])([F:51])[F:1])[CH:8]=1. The catalyst class is: 12.